Dataset: CYP2C19 inhibition data for predicting drug metabolism from PubChem BioAssay. Task: Regression/Classification. Given a drug SMILES string, predict its absorption, distribution, metabolism, or excretion properties. Task type varies by dataset: regression for continuous measurements (e.g., permeability, clearance, half-life) or binary classification for categorical outcomes (e.g., BBB penetration, CYP inhibition). Dataset: cyp2c19_veith. (1) The compound is O=C(Cc1ccc(Cl)c(Cl)c1)OCCN1CCCC1. The result is 0 (non-inhibitor). (2) The drug is c1ccc2c(CSc3nnc(-c4ccncc4)o3)cccc2c1. The result is 1 (inhibitor). (3) The molecule is CCN(CC)CCCNC(=O)CC1Sc2ccccc2NC1=O. The result is 0 (non-inhibitor). (4) The molecule is Cc1cc(C)n(Cc2ccc(NC(=O)c3ccc(COc4ccccc4Br)cc3)cc2)n1. The result is 1 (inhibitor). (5) The drug is CCOC(=O)CN1C(=O)C(Sc2n[nH]c(-c3ccc(C)cc3)n2)CCc2ccccc21. The result is 1 (inhibitor). (6) The drug is O[C@@H](c1cc(-c2ccccc2)nc2c1ccc1ccccc12)[C@@H]1CCCCN1. The result is 0 (non-inhibitor). (7) The molecule is CCC1(C)Nc2ccccc2C(=O)N1O. The result is 0 (non-inhibitor). (8) The result is 1 (inhibitor). The drug is Cc1ccc(/C=C/C(=O)N2CC(C)CC(C)C2)o1. (9) The molecule is Cc1[nH]n(-c2ccccc2)c(=S)c1C=Nc1cccc([N+](=O)[O-])c1. The result is 1 (inhibitor). (10) The compound is COc1ccc(-c2nc3cnc(N(C)C)nc3n(C[C@H]3CCCO3)c2=O)cc1. The result is 0 (non-inhibitor).